This data is from Full USPTO retrosynthesis dataset with 1.9M reactions from patents (1976-2016). The task is: Predict the reactants needed to synthesize the given product. (1) Given the product [C:3]1([CH3:19])[CH:2]=[CH:1][CH:6]=[CH:5][C:4]=1[N:7]1[C:17]([C:11]2[CH:16]=[CH:15][CH:14]=[CH:13][CH:12]=2)=[CH:18][N:9]=[N:8]1, predict the reactants needed to synthesize it. The reactants are: [C:1]1(C)[CH:6]=[CH:5][C:4]([N:7]=[N+:8]=[N-:9])=[CH:3][CH:2]=1.[C:11]1([C:17]#[CH:18])[CH:16]=[CH:15][CH:14]=[CH:13][CH:12]=1.[CH2:19]1COCC1. (2) Given the product [I:1][C:2]1[C:10]2[C:5](=[CH:6][CH:7]=[CH:8][C:9]=2[N+:11]([O-:13])=[O:12])[N:4]([CH2:22][C:23]2[S:24][CH:25]=[C:26]([CH3:28])[N:27]=2)[N:3]=1, predict the reactants needed to synthesize it. The reactants are: [I:1][C:2]1[C:10]2[C:5](=[CH:6][CH:7]=[CH:8][C:9]=2[N+:11]([O-:13])=[O:12])[NH:4][N:3]=1.C(=O)([O-])[O-].[K+].[K+].Cl.Cl[CH2:22][C:23]1[S:24][CH:25]=[C:26]([CH3:28])[N:27]=1. (3) Given the product [F:1][C:2]1[CH:3]=[C:4]2[C:8](=[CH:9][CH:10]=1)[NH:7][CH:6]=[C:5]2[CH2:12][CH2:11][C:13](=[O:14])[CH3:15], predict the reactants needed to synthesize it. The reactants are: [F:1][C:2]1[CH:3]=[C:4]2[C:8](=[CH:9][CH:10]=1)[NH:7][CH:6]=[CH:5]2.[CH:11]([C:13]([CH3:15])=[O:14])=[CH2:12]. (4) Given the product [C:7]12([CH2:17][C:18]([NH:20][C:21]3[CH:30]=[CH:29][C:28]([S:4][CH2:3][CH2:2][NH2:1])=[C:27]4[C:22]=3[CH:23]=[CH:24][CH:25]=[N:26]4)=[O:19])[CH2:16][CH:11]3[CH2:12][CH:13]([CH2:15][CH:9]([CH2:10]3)[CH2:8]1)[CH2:14]2, predict the reactants needed to synthesize it. The reactants are: [NH2:1][CH2:2][CH2:3][SH:4].[H-].[Na+].[C:7]12([CH2:17][C:18]([NH:20][C:21]3[CH:30]=[CH:29][CH:28]=[C:27]4[C:22]=3[CH:23]=[CH:24][C:25](Cl)=[N:26]4)=[O:19])[CH2:16][CH:11]3[CH2:12][CH:13]([CH2:15][CH:9]([CH2:10]3)[CH2:8]1)[CH2:14]2. (5) The reactants are: [O:1]=[C:2]1[C:10]2[C:5](=[CH:6][CH:7]=[CH:8][CH:9]=2)[C:4](=[O:11])[N:3]1[CH2:12][CH2:13][CH2:14][C:15]1[CH:16]=[C:17]([CH:20]=[CH:21][CH:22]=1)[CH:18]=O.[Br-].[Cl:24][C:25]1[CH:26]=[C:27]([CH:48]=[CH:49][CH:50]=1)[CH2:28][P+](C1C=CC=CC=1)(C1C=CC=CC=1)C1C=CC=CC=1. Given the product [Cl:24][C:25]1[CH:26]=[C:27]([CH:48]=[CH:49][CH:50]=1)/[CH:28]=[CH:18]/[C:17]1[CH:16]=[C:15]([CH2:14][CH2:13][CH2:12][N:3]2[C:2](=[O:1])[C:10]3[C:9](=[CH:8][CH:7]=[CH:6][CH:5]=3)[C:4]2=[O:11])[CH:22]=[CH:21][CH:20]=1.[Cl:24][C:25]1[CH:26]=[C:27]([CH:48]=[CH:49][CH:50]=1)/[CH:28]=[CH:18]\[C:17]1[CH:16]=[C:15]([CH2:14][CH2:13][CH2:12][N:3]2[C:2](=[O:1])[C:10]3[C:9](=[CH:8][CH:7]=[CH:6][CH:5]=3)[C:4]2=[O:11])[CH:22]=[CH:21][CH:20]=1, predict the reactants needed to synthesize it. (6) Given the product [CH2:20]([C:9]([CH:8]([C:7]1[CH:6]=[CH:5][C:4]([O:3][C:2]([F:16])([F:17])[F:1])=[CH:15][CH:14]=1)[CH3:38])([C:12]#[N:13])[C:10]#[N:11])[CH:19]=[CH2:18], predict the reactants needed to synthesize it. The reactants are: [F:1][C:2]([F:17])([F:16])[O:3][C:4]1[CH:15]=[CH:14][C:7]([CH:8]=[C:9]([C:12]#[N:13])[C:10]#[N:11])=[CH:6][CH:5]=1.[CH2:18]([Sn](CCCC)(CCCC)CCCC)[CH:19]=[CH2:20].CI.N(C(C)(C)C#N)=N[C:38](C)(C)C#N.